Dataset: Catalyst prediction with 721,799 reactions and 888 catalyst types from USPTO. Task: Predict which catalyst facilitates the given reaction. (1) Reactant: Cl[C:2]1[C:7]([C:8]#[N:9])=[CH:6][N:5]=[CH:4][C:3]=1[F:10].C(=O)([O-])[O-].[K+].[K+].[C:17]([O:21][CH2:22][CH3:23])(=[O:20])[CH2:18][OH:19]. Product: [CH2:22]([O:21][C:17]([C:18]1[O:19][C:2]2[C:3]([F:10])=[CH:4][N:5]=[CH:6][C:7]=2[C:8]=1[NH2:9])=[O:20])[CH3:23]. The catalyst class is: 39. (2) Reactant: [CH:1]([O:4][C:5]1[CH:10]=[CH:9][C:8]([C:11]([N:13]2[CH2:29][CH2:28][C:16]3([CH2:25][CH:24]([O:26][CH3:27])[C:23]4[C:18](=[CH:19][CH:20]=[CH:21][CH:22]=4)S3)[CH2:15][CH2:14]2)=[O:12])=[CH:7][C:6]=1[O:30][CH3:31])([CH3:3])[CH3:2].O.O[O:34][S:35]([O-:37])=O.[K+]. Product: [CH:1]([O:4][C:5]1[CH:10]=[CH:9][C:8]([C:11]([N:13]2[CH2:14][CH2:15][C:16]3([CH2:25][CH:24]([O:26][CH3:27])[C:23]4[C:22](=[CH:21][CH:20]=[CH:19][CH:18]=4)[S:35]3(=[O:37])=[O:34])[CH2:28][CH2:29]2)=[O:12])=[CH:7][C:6]=1[O:30][CH3:31])([CH3:3])[CH3:2]. The catalyst class is: 5. (3) Reactant: [Se](=O)=[O:2].[CH3:4][C:5]([C:7]1[CH:12]=[CH:11][C:10]([F:13])=[CH:9][CH:8]=1)=[O:6]. Product: [F:13][C:10]1[CH:11]=[CH:12][C:7]([C:5]([CH:4]=[O:2])=[O:6])=[CH:8][CH:9]=1. The catalyst class is: 38. (4) Reactant: N(C(OC(C)C)=O)=NC(OC(C)C)=O.[OH:15][C@@H:16]([CH3:35])[C@H:17]([NH:27][C:28](=[O:34])[O:29][C:30]([CH3:33])([CH3:32])[CH3:31])[C:18]1[CH:23]=[C:22]([F:24])[C:21]([F:25])=[C:20]([F:26])[CH:19]=1.[N+:36]([C:39]1[CH:47]=[CH:46][C:42]([C:43](O)=[O:44])=[CH:41][CH:40]=1)([O-:38])=[O:37].C1(P(C2C=CC=CC=2)C2C=CC=CC=2)C=CC=CC=1. Product: [C:30]([O:29][C:28]([NH:27][C@H:17]([C:18]1[CH:23]=[C:22]([F:24])[C:21]([F:25])=[C:20]([F:26])[CH:19]=1)[C@H:16]([O:15][C:43](=[O:44])[C:42]1[CH:41]=[CH:40][C:39]([N+:36]([O-:38])=[O:37])=[CH:47][CH:46]=1)[CH3:35])=[O:34])([CH3:31])([CH3:33])[CH3:32]. The catalyst class is: 1. (5) Reactant: [CH:1]12[O:8][CH:5]([CH:6]=[CH:7]1)[C:4](=[O:9])[CH2:3][C:2]2=[O:10]. Product: [CH:5]12[O:8][CH:1]([CH2:7][CH2:6]1)[C:2](=[O:10])[CH2:3][C:4]2=[O:9]. The catalyst class is: 29. (6) Reactant: [C:1](Cl)(=[O:4])[CH:2]=[CH2:3].[CH3:6][N:7]([CH3:37])[CH2:8][CH2:9][N:10]([CH3:36])[C:11]1[C:12]([NH2:35])=[CH:13][C:14]([NH:19][C:20]2[N:25]=[C:24]([C:26]3[CH:27]=[N:28][N:29]4[CH:34]=[CH:33][CH:32]=[CH:31][C:30]=34)[CH:23]=[CH:22][N:21]=2)=[C:15]([O:17][CH3:18])[CH:16]=1. Product: [CH3:37][N:7]([CH3:6])[CH2:8][CH2:9][N:10]([CH3:36])[C:11]1[CH:16]=[C:15]([O:17][CH3:18])[C:14]([NH:19][C:20]2[N:25]=[C:24]([C:26]3[CH:27]=[N:28][N:29]4[CH:34]=[CH:33][CH:32]=[CH:31][C:30]=34)[CH:23]=[CH:22][N:21]=2)=[CH:13][C:12]=1[NH:35][C:1](=[O:4])[CH:2]=[CH2:3]. The catalyst class is: 512.